Dataset: Ames mutagenicity test results for genotoxicity prediction. Task: Regression/Classification. Given a drug SMILES string, predict its toxicity properties. Task type varies by dataset: regression for continuous values (e.g., LD50, hERG inhibition percentage) or binary classification for toxic/non-toxic outcomes (e.g., AMES mutagenicity, cardiotoxicity, hepatotoxicity). Dataset: ames. (1) The drug is C=CC(=O)OCCOC. The result is 0 (non-mutagenic). (2) The molecule is c1ccc2c(c1)ccc1c3ccncc3ccc21. The result is 1 (mutagenic).